From a dataset of Forward reaction prediction with 1.9M reactions from USPTO patents (1976-2016). Predict the product of the given reaction. (1) The product is: [Br:21][C:18]1[CH:19]=[CH:20][N:15]2[N:14]=[C:30]([C:28]3[CH:27]=[CH:26][CH:25]=[C:24]([F:23])[N:29]=3)[N:22]=[C:16]2[CH:17]=1. Given the reactants CC1C=C(C)C=C(C)C=1S([O-])(=O)=O.[NH2:14][N+:15]1[CH:20]=[CH:19][C:18]([Br:21])=[CH:17][C:16]=1[NH2:22].[F:23][C:24]1[N:29]=[C:28]([C:30](Cl)=O)[CH:27]=[CH:26][CH:25]=1, predict the reaction product. (2) Given the reactants [NH2:1][C:2]1[N:7]=[C:6]([C:8]2[NH:12][C:11](Br)=[C:10]([C:14]([O:16][CH2:17][CH3:18])=[O:15])[CH:9]=2)[CH:5]=[CH:4][N:3]=1.[Li+].[Cl-].C([O-])([O-])=O.[Na+].[Na+].[Cl:27][C:28]1[CH:33]=[CH:32][C:31]([C:34]([F:37])([F:36])[F:35])=[CH:30][C:29]=1B(O)O, predict the reaction product. The product is: [NH2:1][C:2]1[N:7]=[C:6]([C:8]2[NH:12][C:11]([C:29]3[CH:30]=[C:31]([C:34]([F:36])([F:37])[F:35])[CH:32]=[CH:33][C:28]=3[Cl:27])=[C:10]([C:14]([O:16][CH2:17][CH3:18])=[O:15])[CH:9]=2)[CH:5]=[CH:4][N:3]=1. (3) Given the reactants [CH:1]1([N:6]2[C:15]3[N:14]=[C:13]([NH:16][C:17]4[CH:18]=[CH:19][C:20]([C:28]([O:30]C)=[O:29])=[C:21]5[C:25]=4[O:24][C:23]([CH3:27])([CH3:26])[CH2:22]5)[N:12]=[CH:11][C:10]=3[N:9]([CH3:32])[C:8](=[O:33])[C@H:7]2[CH2:34][CH3:35])[CH2:5][CH2:4][CH2:3][CH2:2]1.[OH-].[Li+].O.Cl, predict the reaction product. The product is: [CH:1]1([N:6]2[C:15]3[N:14]=[C:13]([NH:16][C:17]4[CH:18]=[CH:19][C:20]([C:28]([OH:30])=[O:29])=[C:21]5[C:25]=4[O:24][C:23]([CH3:27])([CH3:26])[CH2:22]5)[N:12]=[CH:11][C:10]=3[N:9]([CH3:32])[C:8](=[O:33])[C@H:7]2[CH2:34][CH3:35])[CH2:2][CH2:3][CH2:4][CH2:5]1. (4) Given the reactants [CH3:1][C:2]1[CH:7]=[CH:6][C:5]([S:8]([O:11][CH2:12][CH:13]2[CH2:17][C:16]3[CH:18]=[C:19]([Cl:30])[CH:20]=[C:21](OS(C(F)(F)F)(=O)=O)[C:15]=3[O:14]2)(=[O:10])=[O:9])=[CH:4][CH:3]=1.[Cl:31][C:32]1[CH:33]=[C:34](B(O)O)[CH:35]=[CH:36][CH:37]=1.C(=O)([O-])[O-].[K+].[K+].C(C1C=CC=CC=1B1OC(C)(C)C(C)(C)O1)(C)C, predict the reaction product. The product is: [CH3:1][C:2]1[CH:3]=[CH:4][C:5]([S:8]([O:11][CH2:12][CH:13]2[CH2:17][C:16]3[CH:18]=[C:19]([Cl:30])[CH:20]=[C:21]([C:36]4[CH:35]=[CH:34][CH:33]=[C:32]([Cl:31])[CH:37]=4)[C:15]=3[O:14]2)(=[O:9])=[O:10])=[CH:6][CH:7]=1. (5) Given the reactants Br[C:2]1[CH:3]=[C:4]([NH:9][S:10]([CH3:13])(=[O:12])=[O:11])[CH:5]=[C:6]([CH3:8])[CH:7]=1.[B:14]1([B:14]2[O:18][C:17]([CH3:20])([CH3:19])[C:16]([CH3:22])([CH3:21])[O:15]2)[O:18][C:17]([CH3:20])([CH3:19])[C:16]([CH3:22])([CH3:21])[O:15]1.C([O-])(=O)C.[K+], predict the reaction product. The product is: [CH3:8][C:6]1[CH:5]=[C:4]([NH:9][S:10]([CH3:13])(=[O:12])=[O:11])[CH:3]=[C:2]([B:14]2[O:18][C:17]([CH3:20])([CH3:19])[C:16]([CH3:22])([CH3:21])[O:15]2)[CH:7]=1. (6) Given the reactants [CH:1]12[CH2:9][CH:6]3[CH:7]([CH2:8]1)[CH:3]([O:4][CH:5]3[OH:10])[CH2:2]2.[C:11](OC(=O)C)(=[O:13])[CH3:12], predict the reaction product. The product is: [C:11]([O:10][CH:5]1[CH:6]2[CH2:9][CH:1]3[CH2:8][CH:7]2[CH:3]([CH2:2]3)[O:4]1)(=[O:13])[CH3:12].